From a dataset of NCI-60 drug combinations with 297,098 pairs across 59 cell lines. Regression. Given two drug SMILES strings and cell line genomic features, predict the synergy score measuring deviation from expected non-interaction effect. (1) Drug 2: CC(C)NC(=O)C1=CC=C(C=C1)CNNC.Cl. Synergy scores: CSS=7.01, Synergy_ZIP=6.66, Synergy_Bliss=5.30, Synergy_Loewe=0.862, Synergy_HSA=0.675. Drug 1: CC1CCC2CC(C(=CC=CC=CC(CC(C(=O)C(C(C(=CC(C(=O)CC(OC(=O)C3CCCCN3C(=O)C(=O)C1(O2)O)C(C)CC4CCC(C(C4)OC)OCCO)C)C)O)OC)C)C)C)OC. Cell line: HCC-2998. (2) Drug 1: C1=CC(=C2C(=C1NCCNCCO)C(=O)C3=C(C=CC(=C3C2=O)O)O)NCCNCCO. Drug 2: CC1OCC2C(O1)C(C(C(O2)OC3C4COC(=O)C4C(C5=CC6=C(C=C35)OCO6)C7=CC(=C(C(=C7)OC)O)OC)O)O. Cell line: NCIH23. Synergy scores: CSS=76.0, Synergy_ZIP=-3.57, Synergy_Bliss=-4.56, Synergy_Loewe=-2.16, Synergy_HSA=1.85. (3) Drug 1: C1=C(C(=O)NC(=O)N1)N(CCCl)CCCl. Drug 2: CC1=C(C=C(C=C1)C(=O)NC2=CC(=CC(=C2)C(F)(F)F)N3C=C(N=C3)C)NC4=NC=CC(=N4)C5=CN=CC=C5. Cell line: OVCAR-5. Synergy scores: CSS=4.12, Synergy_ZIP=-5.24, Synergy_Bliss=-0.446, Synergy_Loewe=-3.13, Synergy_HSA=-1.16. (4) Drug 1: C1=CC(=CC=C1CCC2=CNC3=C2C(=O)NC(=N3)N)C(=O)NC(CCC(=O)O)C(=O)O. Drug 2: CC1=C(C=C(C=C1)NC(=O)C2=CC=C(C=C2)CN3CCN(CC3)C)NC4=NC=CC(=N4)C5=CN=CC=C5. Cell line: MCF7. Synergy scores: CSS=38.2, Synergy_ZIP=5.83, Synergy_Bliss=6.34, Synergy_Loewe=-5.30, Synergy_HSA=4.29. (5) Drug 1: CC1=C(C(CCC1)(C)C)C=CC(=CC=CC(=CC(=O)O)C)C. Drug 2: CC(C)NC(=O)C1=CC=C(C=C1)CNNC.Cl. Cell line: SK-MEL-28. Synergy scores: CSS=5.69, Synergy_ZIP=-1.68, Synergy_Bliss=-0.899, Synergy_Loewe=0.813, Synergy_HSA=0.0872. (6) Drug 1: CC1C(C(CC(O1)OC2CC(CC3=C2C(=C4C(=C3O)C(=O)C5=C(C4=O)C(=CC=C5)OC)O)(C(=O)C)O)N)O.Cl. Drug 2: C1=C(C(=O)NC(=O)N1)F. Cell line: MDA-MB-231. Synergy scores: CSS=26.6, Synergy_ZIP=4.71, Synergy_Bliss=5.37, Synergy_Loewe=7.65, Synergy_HSA=8.86. (7) Drug 1: CC12CCC3C(C1CCC2O)C(CC4=C3C=CC(=C4)O)CCCCCCCCCS(=O)CCCC(C(F)(F)F)(F)F. Drug 2: CC12CCC3C(C1CCC2OP(=O)(O)O)CCC4=C3C=CC(=C4)OC(=O)N(CCCl)CCCl.[Na+]. Cell line: HCC-2998. Synergy scores: CSS=20.4, Synergy_ZIP=6.48, Synergy_Bliss=9.29, Synergy_Loewe=8.45, Synergy_HSA=8.48.